This data is from NCI-60 drug combinations with 297,098 pairs across 59 cell lines. The task is: Regression. Given two drug SMILES strings and cell line genomic features, predict the synergy score measuring deviation from expected non-interaction effect. Drug 1: C1CCN(CC1)CCOC2=CC=C(C=C2)C(=O)C3=C(SC4=C3C=CC(=C4)O)C5=CC=C(C=C5)O. Drug 2: CC1=C2C(C(=O)C3(C(CC4C(C3C(C(C2(C)C)(CC1OC(=O)C(C(C5=CC=CC=C5)NC(=O)OC(C)(C)C)O)O)OC(=O)C6=CC=CC=C6)(CO4)OC(=O)C)O)C)O. Cell line: SK-MEL-2. Synergy scores: CSS=47.1, Synergy_ZIP=-3.00, Synergy_Bliss=-0.249, Synergy_Loewe=-31.4, Synergy_HSA=-2.44.